Regression. Given two drug SMILES strings and cell line genomic features, predict the synergy score measuring deviation from expected non-interaction effect. From a dataset of NCI-60 drug combinations with 297,098 pairs across 59 cell lines. (1) Drug 1: C1=NC2=C(N=C(N=C2N1C3C(C(C(O3)CO)O)O)F)N. Drug 2: C#CCC(CC1=CN=C2C(=N1)C(=NC(=N2)N)N)C3=CC=C(C=C3)C(=O)NC(CCC(=O)O)C(=O)O. Cell line: K-562. Synergy scores: CSS=88.3, Synergy_ZIP=21.6, Synergy_Bliss=-1.39, Synergy_Loewe=45.5, Synergy_HSA=-1.24. (2) Drug 1: C1=C(C(=O)NC(=O)N1)F. Drug 2: C(=O)(N)NO. Cell line: RPMI-8226. Synergy scores: CSS=74.2, Synergy_ZIP=-11.8, Synergy_Bliss=-18.1, Synergy_Loewe=-24.4, Synergy_HSA=-12.9. (3) Drug 1: CC1=C(C=C(C=C1)NC2=NC=CC(=N2)N(C)C3=CC4=NN(C(=C4C=C3)C)C)S(=O)(=O)N.Cl. Drug 2: CS(=O)(=O)OCCCCOS(=O)(=O)C. Cell line: SK-MEL-5. Synergy scores: CSS=0.0190, Synergy_ZIP=0.579, Synergy_Bliss=-0.583, Synergy_Loewe=-5.62, Synergy_HSA=-4.90. (4) Drug 1: CC(C1=C(C=CC(=C1Cl)F)Cl)OC2=C(N=CC(=C2)C3=CN(N=C3)C4CCNCC4)N. Drug 2: C1=C(C(=O)NC(=O)N1)N(CCCl)CCCl. Synergy scores: CSS=27.1, Synergy_ZIP=-2.27, Synergy_Bliss=3.54, Synergy_Loewe=4.88, Synergy_HSA=5.27. Cell line: UO-31.